From a dataset of Reaction yield outcomes from USPTO patents with 853,638 reactions. Predict the reaction yield, written as a fraction of the theoretical maximum amount of product (1.0 means a 100% yield; for example, 0.34 means a 34% yield). (1) The reactants are Cl[C:2]1[C:7]([NH2:8])=[C:6]([Cl:9])[N:5]=[C:4]([CH3:10])[N:3]=1.[C:11]([N:16]=[C:17]=[S:18])(=[O:15])[O:12][CH2:13][CH3:14]. The catalyst is C1(C)C=CC=CC=1. The product is [Cl:9][C:6]1[C:7]2[N:8]=[C:17]([NH:16][C:11](=[O:15])[O:12][CH2:13][CH3:14])[S:18][C:2]=2[N:3]=[C:4]([CH3:10])[N:5]=1. The yield is 0.705. (2) The reactants are [CH3:1][O:2][CH:3]([C:7]1[CH:12]=[CH:11][C:10]([C:13]2[CH:14]=[N:15][N:16]([C:18]([C:35]3[CH:40]=[CH:39][C:38]([O:41][CH3:42])=[CH:37][CH:36]=3)([C:27]3[CH:32]=[CH:31][C:30]([O:33][CH3:34])=[CH:29][CH:28]=3)[C:19]3[CH:24]=[CH:23][C:22]([O:25][CH3:26])=[CH:21][CH:20]=3)[CH:17]=2)=[CH:9][CH:8]=1)[C:4]([O-])=[O:5].[K+].C(N(C(C)C)CC)(C)C.COCCN(S(F)(F)F)CCOC.Cl.[CH3:67][NH:68][O:69][CH3:70]. The catalyst is CN(C=O)C.O. The product is [CH3:70][O:69][N:68]([CH3:67])[C:4](=[O:5])[CH:3]([O:2][CH3:1])[C:7]1[CH:8]=[CH:9][C:10]([C:13]2[CH:14]=[N:15][N:16]([C:18]([C:19]3[CH:20]=[CH:21][C:22]([O:25][CH3:26])=[CH:23][CH:24]=3)([C:27]3[CH:28]=[CH:29][C:30]([O:33][CH3:34])=[CH:31][CH:32]=3)[C:35]3[CH:40]=[CH:39][C:38]([O:41][CH3:42])=[CH:37][CH:36]=3)[CH:17]=2)=[CH:11][CH:12]=1. The yield is 0.320. (3) The product is [Cl:1][C:2]1[C:7]([Cl:8])=[C:6]([O:9][CH3:10])[CH:5]=[CH:4][C:3]=1[C:15]1[CH:16]=[CH:17][C:18]([C:21]2[S:25][C:24]([S:26][CH3:27])=[N:23][CH:22]=2)=[N:19][CH:20]=1. The catalyst is O1CCOCC1.O.C1C=CC([P]([Pd]([P](C2C=CC=CC=2)(C2C=CC=CC=2)C2C=CC=CC=2)([P](C2C=CC=CC=2)(C2C=CC=CC=2)C2C=CC=CC=2)[P](C2C=CC=CC=2)(C2C=CC=CC=2)C2C=CC=CC=2)(C2C=CC=CC=2)C2C=CC=CC=2)=CC=1. The yield is 0.300. The reactants are [Cl:1][C:2]1[C:7]([Cl:8])=[C:6]([O:9][CH3:10])[CH:5]=[CH:4][C:3]=1B(O)O.Br[C:15]1[CH:16]=[CH:17][C:18]([C:21]2[S:25][C:24]([S:26][CH3:27])=[N:23][CH:22]=2)=[N:19][CH:20]=1.C([O-])([O-])=O.[K+].[K+]. (4) The reactants are [C:1]([O:5][C:6]([N:8]1[C:16]2[CH2:15][CH2:14][N:13]([C:17](=S)[CH2:18][C:19]([C:21]3([O:24][CH3:25])[CH2:23][CH2:22]3)=O)[CH2:12][C:11]=2[CH:10]=[C:9]1[C:27]1[C:32]([F:33])=[CH:31][CH:30]=[CH:29][C:28]=1[F:34])=[O:7])([CH3:4])([CH3:3])[CH3:2].Cl.[CH2:36]([NH:38][NH2:39])[CH3:37].CCN(C(C)C)C(C)C. The catalyst is CC(O)C. The product is [C:1]([O:5][C:6]([N:8]1[C:16]2[CH2:15][CH2:14][N:13]([C:17]3[N:38]([CH2:36][CH3:37])[N:39]=[C:19]([C:21]4([O:24][CH3:25])[CH2:22][CH2:23]4)[CH:18]=3)[CH2:12][C:11]=2[CH:10]=[C:9]1[C:27]1[C:28]([F:34])=[CH:29][CH:30]=[CH:31][C:32]=1[F:33])=[O:7])([CH3:3])([CH3:2])[CH3:4]. The yield is 0.0900. (5) The reactants are [CH2:1]([O:5][C:6]1[CH:7]=[CH:8][C:9]([CH3:12])=[N:10][CH:11]=1)[CH2:2][CH2:3][CH3:4].ClC1C=C(C=CC=1)C(OO)=[O:18]. The catalyst is ClCCl. The product is [CH2:1]([O:5][C:6]1[CH:7]=[CH:8][C:9]([CH3:12])=[N+:10]([O-:18])[CH:11]=1)[CH2:2][CH2:3][CH3:4]. The yield is 0.910. (6) The reactants are C([N:8]1[CH2:12][C:11]2[CH2:13][S:14](=[O:17])(=[O:16])[CH2:15][C:10]=2[CH2:9]1)C1C=CC=CC=1.[C:18](Cl)([O:20][CH2:21][C:22]1[CH:27]=[CH:26][CH:25]=[CH:24][CH:23]=1)=[O:19].C(OCC)C. The catalyst is C1(C)C=CC=CC=1. The product is [CH2:13]1[C:11]2[CH2:12][N:8]([C:18]([O:20][CH2:21][C:22]3[CH:27]=[CH:26][CH:25]=[CH:24][CH:23]=3)=[O:19])[CH2:9][C:10]=2[CH2:15][S:14]1(=[O:17])=[O:16]. The yield is 0.640.